From a dataset of Full USPTO retrosynthesis dataset with 1.9M reactions from patents (1976-2016). Predict the reactants needed to synthesize the given product. (1) Given the product [CH3:18][C:16]1[NH:15][N:14]=[C:13]([NH:12][C:4]2[N:3]=[C:2]([C:19]3[CH:24]=[CH:23][CH:22]=[CH:21][CH:20]=3)[C:11]3[C:6]([CH:5]=2)=[CH:7][CH:8]=[CH:9][CH:10]=3)[CH:17]=1, predict the reactants needed to synthesize it. The reactants are: Cl[C:2]1[C:11]2[C:6](=[CH:7][CH:8]=[CH:9][CH:10]=2)[CH:5]=[C:4]([NH:12][C:13]2[CH:17]=[C:16]([CH3:18])[NH:15][N:14]=2)[N:3]=1.[C:19]1(B(O)O)[CH:24]=[CH:23][CH:22]=[CH:21][CH:20]=1.C([O-])([O-])=O.[Na+].[Na+].CN(C)C=O. (2) Given the product [CH3:3][NH:5][S:11]([C:14]1[CH:15]=[C:16]([CH:20]=[CH:21][CH:22]=1)[C:17]([OH:19])=[O:18])(=[O:13])=[O:12], predict the reactants needed to synthesize it. The reactants are: CN.[CH2:3]([N:5](CC)CC)C.Cl[S:11]([C:14]1[CH:15]=[C:16]([CH:20]=[CH:21][CH:22]=1)[C:17]([OH:19])=[O:18])(=[O:13])=[O:12].Cl. (3) Given the product [F:29][C:28]([F:31])([F:30])[C:26]([OH:32])=[O:27].[C:1]1([C:7]2[NH:11][N:10]=[C:9]([C:12]([NH:14][CH2:15][CH2:16][CH2:17][NH:18][CH2:19][C:28]3[CH:26]=[CH:7][CH:8]=[CH:9][N:10]=3)=[O:13])[CH:8]=2)[CH:2]=[CH:3][CH:4]=[CH:5][CH:6]=1, predict the reactants needed to synthesize it. The reactants are: [C:1]1([C:7]2[NH:11][N:10]=[C:9]([C:12]([NH:14][CH2:15][CH2:16][CH2:17][NH:18][C:19](=O)OC(C)(C)C)=[O:13])[CH:8]=2)[CH:6]=[CH:5][CH:4]=[CH:3][CH:2]=1.[C:26]([OH:32])([C:28]([F:31])([F:30])[F:29])=[O:27]. (4) Given the product [C:1]1([CH2:7][CH2:8][C:9]2[CH:10]=[C:11]([CH:12]=[CH:13][CH:14]=2)[NH2:15])[CH:2]=[CH:3][CH:4]=[CH:5][CH:6]=1, predict the reactants needed to synthesize it. The reactants are: [C:1]1(/[CH:7]=[CH:8]/[C:9]2[CH:10]=[C:11]([N+:15]([O-])=O)[CH:12]=[CH:13][CH:14]=2)[CH:6]=[CH:5][CH:4]=[CH:3][CH:2]=1.